This data is from Full USPTO retrosynthesis dataset with 1.9M reactions from patents (1976-2016). The task is: Predict the reactants needed to synthesize the given product. (1) Given the product [NH2:2][CH2:1][C:3]1[CH:4]=[CH:5][C:6]([N:13]2[CH:17]=[CH:16][N:15]=[CH:14]2)=[C:7]([CH:12]=1)[C:8]([O:10][CH3:11])=[O:9], predict the reactants needed to synthesize it. The reactants are: [C:1]([C:3]1[CH:4]=[CH:5][C:6]([N:13]2[CH:17]=[CH:16][N:15]=[CH:14]2)=[C:7]([CH:12]=1)[C:8]([O:10][CH3:11])=[O:9])#[N:2].N. (2) Given the product [Cl:1][C:2]1[CH:10]=[C:6]([C:7]([NH:20][C@H:21]([C:23]2[CH:32]=[CH:31][C:26]([C:27]([OH:29])=[O:28])=[CH:25][CH:24]=2)[CH3:22])=[O:9])[C:5]([CH2:11][C:12]2[CH:17]=[CH:16][CH:15]=[C:14]([Cl:18])[CH:13]=2)=[N:4][CH:3]=1, predict the reactants needed to synthesize it. The reactants are: [Cl:1][C:2]1[CH:3]=[N:4][C:5]([CH2:11][C:12]2[CH:17]=[CH:16][CH:15]=[C:14]([Cl:18])[CH:13]=2)=[C:6]([CH:10]=1)[C:7]([OH:9])=O.Cl.[NH2:20][C@H:21]([C:23]1[CH:32]=[CH:31][C:26]([C:27]([O:29]C)=[O:28])=[CH:25][CH:24]=1)[CH3:22]. (3) The reactants are: [CH2:1]=[CH:2][CH2:3][CH3:4].[CH2:5]([Al](CC(C)C)CC(C)C)[CH:6](C)C.C=CC.C=C.[Al]. Given the product [CH2:1]=[CH:2][CH3:3].[CH2:5]=[CH2:6].[CH2:1]=[CH:2][CH2:3][CH3:4], predict the reactants needed to synthesize it. (4) The reactants are: [CH3:1][O:2][C:3]1[C:12]([N+:13]([O-])=O)=[CH:11][C:10]([N:16]2[CH2:21][CH2:20][O:19][CH2:18][CH2:17]2)=[CH:9][C:4]=1[C:5]([NH:7][CH3:8])=[O:6].[H][H]. Given the product [NH2:13][C:12]1[C:3]([O:2][CH3:1])=[C:4]([CH:9]=[C:10]([N:16]2[CH2:21][CH2:20][O:19][CH2:18][CH2:17]2)[CH:11]=1)[C:5]([NH:7][CH3:8])=[O:6], predict the reactants needed to synthesize it. (5) Given the product [CH3:1][O:2][C:3](=[O:12])[CH2:4][C:5]1[CH:6]=[CH:7][C:8]([CH3:11])=[C:9]([S:14]([Cl:13])(=[O:16])=[O:15])[CH:10]=1, predict the reactants needed to synthesize it. The reactants are: [CH3:1][O:2][C:3](=[O:12])[CH2:4][C:5]1[CH:10]=[CH:9][C:8]([CH3:11])=[CH:7][CH:6]=1.[Cl:13][S:14](O)(=[O:16])=[O:15].